Dataset: Reaction yield outcomes from USPTO patents with 853,638 reactions. Task: Predict the reaction yield, written as a fraction of the theoretical maximum amount of product (1.0 means a 100% yield; for example, 0.34 means a 34% yield). (1) The reactants are [CH3:1][N:2]1[CH:6]=[C:5]([N+:7]([O-])=O)[N:4]=[C:3]1[CH3:10].[CH3:11][C:12]([O:15][C:16](O[C:16]([O:15][C:12]([CH3:14])([CH3:13])[CH3:11])=[O:17])=[O:17])([CH3:14])[CH3:13].C(N(CC)CC)C. The catalyst is [Pd].C(O)C. The product is [CH3:1][N:2]1[CH:6]=[C:5]([NH:7][C:16](=[O:17])[O:15][C:12]([CH3:14])([CH3:13])[CH3:11])[N:4]=[C:3]1[CH3:10]. The yield is 0.400. (2) The reactants are Br[C:2]1[CH:11]=[N:10][CH:9]=[CH:8][C:3]=1[C:4]([O:6]C)=[O:5].[NH2:12][C:13]1[C:21]2[C:16](=[CH:17][CH:18]=[C:19]([F:22])[CH:20]=2)[N:15]([CH3:23])[N:14]=1. No catalyst specified. The product is [F:22][C:19]1[CH:20]=[C:21]2[C:16](=[CH:17][CH:18]=1)[N:15]([CH3:23])[N:14]=[C:13]2[NH:12][C:2]1[CH:11]=[N:10][CH:9]=[CH:8][C:3]=1[C:4]([OH:6])=[O:5]. The yield is 0.230. (3) The product is [N+:8]([C:7]1[C:2]([NH:11][C:12]2[CH:17]=[CH:16][CH:15]=[CH:14][CH:13]=2)=[N:3][CH:4]=[CH:5][CH:6]=1)([O-:10])=[O:9]. The catalyst is C(O)CCC. The yield is 0.850. The reactants are Cl[C:2]1[C:7]([N+:8]([O-:10])=[O:9])=[CH:6][CH:5]=[CH:4][N:3]=1.[NH2:11][C:12]1[CH:17]=[CH:16][CH:15]=[CH:14][CH:13]=1.C(N(CC)CC)C. (4) The reactants are [CH2:1]([C:3]1[CH:8]=[C:7]([N+:9]([O-:11])=[O:10])[C:6]([O:12][CH2:13][CH3:14])=[CH:5][C:4]=1F)[CH3:2].[CH3:16][S:17]([N:20]1[CH2:25][CH2:24][N:23]([CH:26]2[CH2:31][CH2:30][NH:29][CH2:28][CH2:27]2)[CH2:22][CH2:21]1)(=[O:19])=[O:18].C([O-])([O-])=O.[K+].[K+].O. The catalyst is CS(C)=O. The product is [CH2:1]([C:3]1[CH:8]=[C:7]([N+:9]([O-:11])=[O:10])[C:6]([O:12][CH2:13][CH3:14])=[CH:5][C:4]=1[N:29]1[CH2:28][CH2:27][CH:26]([N:23]2[CH2:24][CH2:25][N:20]([S:17]([CH3:16])(=[O:19])=[O:18])[CH2:21][CH2:22]2)[CH2:31][CH2:30]1)[CH3:2]. The yield is 0.330. (5) The yield is 0.770. The reactants are C([O:3][C:4](=[O:30])[CH:5]([O:8][C:9]1[CH:14]=[CH:13][C:12]([O:15][CH2:16][CH2:17][C:18]2[N:19]=[C:20]([C:24]3[CH:29]=[CH:28][CH:27]=[CH:26][CH:25]=3)[O:21][C:22]=2[CH3:23])=[CH:11][CH:10]=1)[CH2:6][CH3:7])C.[OH-].[Na+]. The product is [CH3:23][C:22]1[O:21][C:20]([C:24]2[CH:25]=[CH:26][CH:27]=[CH:28][CH:29]=2)=[N:19][C:18]=1[CH2:17][CH2:16][O:15][C:12]1[CH:11]=[CH:10][C:9]([O:8][CH:5]([CH2:6][CH3:7])[C:4]([OH:30])=[O:3])=[CH:14][CH:13]=1. The catalyst is C(O)C.C1COCC1. (6) The reactants are Cl[C:2]1[C:7]([C:8]([O:10][CH2:11][CH3:12])=[O:9])=[CH:6][N:5]=[C:4]([Cl:13])[CH:3]=1.[NH2:14][C:15]1[CH:20]=[CH:19][CH:18]=[CH:17][CH:16]=1.Cl. The catalyst is CCO. The product is [Cl:13][C:4]1[CH:3]=[C:2]([NH:14][C:15]2[CH:20]=[CH:19][CH:18]=[CH:17][CH:16]=2)[C:7]([C:8]([O:10][CH2:11][CH3:12])=[O:9])=[CH:6][N:5]=1. The yield is 0.500. (7) The reactants are C[O:2][C:3](=[O:22])[CH:4]([C:11]1[CH:16]=[CH:15][C:14]([S:17]([CH3:20])(=[O:19])=[O:18])=[C:13]([Cl:21])[CH:12]=1)[CH2:5][C@H:6]1[CH2:10][CH2:9][CH2:8][O:7]1.O.[OH-].[Li+]. The catalyst is C(O)C.O. The product is [Cl:21][C:13]1[CH:12]=[C:11]([CH:4]([CH2:5][C@H:6]2[CH2:10][CH2:9][CH2:8][O:7]2)[C:3]([OH:22])=[O:2])[CH:16]=[CH:15][C:14]=1[S:17]([CH3:20])(=[O:19])=[O:18]. The yield is 0.980. (8) The reactants are [Zn:1].[Li+].[Cl-].I[CH2:5][CH2:6][C:7]#[N:8].[C:9]([O-:15])(=[O:14])[C:10]([CH3:13])([CH3:12])[CH3:11].[Li+]. The catalyst is C1COCC1. The product is [C:9]([O-:15])(=[O:14])[C:10]([CH3:13])([CH3:12])[CH3:11].[C:7]([CH2:6][CH2:5][Zn+:1])#[N:8]. The yield is 0.580.